From a dataset of CYP2C9 inhibition data for predicting drug metabolism from PubChem BioAssay. Regression/Classification. Given a drug SMILES string, predict its absorption, distribution, metabolism, or excretion properties. Task type varies by dataset: regression for continuous measurements (e.g., permeability, clearance, half-life) or binary classification for categorical outcomes (e.g., BBB penetration, CYP inhibition). Dataset: cyp2c9_veith. (1) The molecule is CC(=O)Nc1sc2c(c1C(N)=O)CCCC2. The result is 0 (non-inhibitor). (2) The molecule is O=C1c2ccccc2C(=O)N1CC(=O)N1c2ccccc2CCc2ccccc21. The result is 1 (inhibitor). (3) The molecule is Cc1cc(C(=O)N/N=C/c2cccc(OC(=O)c3ccco3)c2)n[nH]1. The result is 1 (inhibitor). (4) The molecule is N#Cc1c(-c2ccccc2)nc(-c2ccccc2)[nH]c1=O. The result is 1 (inhibitor). (5) The compound is Cc1ccc(C(C(=O)NCc2ccco2)N(C(=O)CNC(=O)c2cccs2)c2ccc(C)cc2)cc1. The result is 0 (non-inhibitor). (6) The compound is C/C(CCN1CCCc2nc(C)c(C)cc21)=N\OC[C@@H](O)[C@@H]1O[C@@H]2OC(C)(C)O[C@@H]2[C@H]1O. The result is 0 (non-inhibitor).